From a dataset of Catalyst prediction with 721,799 reactions and 888 catalyst types from USPTO. Predict which catalyst facilitates the given reaction. (1) Reactant: [Cl:1][C:2]1[CH:3]=[C:4]([C:9]([C:12]2[N:16]([C:17]3[CH:22]=[CH:21][C:20]([F:23])=[CH:19][CH:18]=3)[C:15]([CH:24]=[O:25])=[N:14][CH:13]=2)([CH3:11])[CH3:10])[CH:5]=[CH:6][C:7]=1[Cl:8].C(O)C.[BH4-].[Na+]. Product: [Cl:1][C:2]1[CH:3]=[C:4]([C:9]([C:12]2[N:16]([C:17]3[CH:18]=[CH:19][C:20]([F:23])=[CH:21][CH:22]=3)[C:15]([CH2:24][OH:25])=[N:14][CH:13]=2)([CH3:11])[CH3:10])[CH:5]=[CH:6][C:7]=1[Cl:8]. The catalyst class is: 6. (2) Reactant: [C:1]([O:5][C:6](=[O:34])[NH:7][CH2:8][CH2:9][CH2:10][NH:11][CH:12]([C:16]1[N:21]([CH2:22][C:23]2[CH:28]=[CH:27][CH:26]=[CH:25][CH:24]=2)[C:20](=[O:29])[C:19]2=[C:30]([Cl:33])[CH:31]=[CH:32][N:18]2[N:17]=1)[CH:13]1[CH2:15][CH2:14]1)([CH3:4])([CH3:3])[CH3:2].C(N(CC)CC)C.[Cl:42][C:43]1[CH:51]=[CH:50][C:46]([C:47](Cl)=[O:48])=[CH:45][CH:44]=1. Product: [C:1]([O:5][C:6](=[O:34])[NH:7][CH2:8][CH2:9][CH2:10][N:11]([CH:12]([C:16]1[N:21]([CH2:22][C:23]2[CH:28]=[CH:27][CH:26]=[CH:25][CH:24]=2)[C:20](=[O:29])[C:19]2=[C:30]([Cl:33])[CH:31]=[CH:32][N:18]2[N:17]=1)[CH:13]1[CH2:14][CH2:15]1)[C:47](=[O:48])[C:46]1[CH:50]=[CH:51][C:43]([Cl:42])=[CH:44][CH:45]=1)([CH3:4])([CH3:2])[CH3:3]. The catalyst class is: 2. (3) Reactant: C([N:8]1[CH2:13][CH2:12][O:11][C@H:10]([CH2:14][C:15]2[CH:20]=[CH:19][C:18]([OH:21])=[C:17]([Cl:22])[CH:16]=2)[CH2:9]1)(OC(C)(C)C)=O.C(=O)([O-])[O-].[K+].[K+].I[CH2:30][CH3:31].C1(S)C=CC=CC=1.C(=O)([O-])[O-].C(N(C(C)C)CC)(C)C. Product: [Cl:22][C:17]1[CH:16]=[C:15]([CH:20]=[CH:19][C:18]=1[O:21][CH2:30][CH3:31])[CH2:14][C@H:10]1[O:11][CH2:12][CH2:13][NH:8][CH2:9]1. The catalyst class is: 21. (4) Reactant: [NH2:1][C:2]1[CH:3]=[C:4]([CH:35]=[CH:36][CH:37]=1)[O:5][C:6]1[N:7]=[C:8]([NH:17][C:18]2[CH:23]=[CH:22][C:21]([N:24]3[CH2:33][CH2:32][C:27]4(OCC[O:28]4)[CH2:26][CH2:25]3)=[C:20]([CH3:34])[CH:19]=2)[C:9]([C:14]([NH2:16])=[O:15])=[N:10][C:11]=1[CH2:12][CH3:13].Cl.C(O)(=O)C.N. Product: [NH2:1][C:2]1[CH:3]=[C:4]([CH:35]=[CH:36][CH:37]=1)[O:5][C:6]1[N:7]=[C:8]([NH:17][C:18]2[CH:23]=[CH:22][C:21]([N:24]3[CH2:25][CH2:26][C:27](=[O:28])[CH2:32][CH2:33]3)=[C:20]([CH3:34])[CH:19]=2)[C:9]([C:14]([NH2:16])=[O:15])=[N:10][C:11]=1[CH2:12][CH3:13]. The catalyst class is: 6. (5) Reactant: [Cl:1][C:2]1[CH:7]=[CH:6][C:5]([C:8]2[C:17]3[C:12](=[CH:13][C:14]([S:18](OC4C(F)=C(F)C(F)=C(F)C=4F)(=[O:20])=[O:19])=[CH:15][CH:16]=3)[N:11]=[CH:10][N:9]=2)=[C:4]([O:33][CH3:34])[CH:3]=1.[N:35]1[CH:40]=[CH:39][C:38]([NH2:41])=[N:37][CH:36]=1.[Li+].C[Si]([N-][Si](C)(C)C)(C)C. Product: [Cl:1][C:2]1[CH:7]=[CH:6][C:5]([C:8]2[C:17]3[C:12](=[CH:13][C:14]([S:18]([NH:41][C:38]4[CH:39]=[CH:40][N:35]=[CH:36][N:37]=4)(=[O:20])=[O:19])=[CH:15][CH:16]=3)[N:11]=[CH:10][N:9]=2)=[C:4]([O:33][CH3:34])[CH:3]=1. The catalyst class is: 1. (6) Reactant: Cl.[Cl:2][C:3]1[CH:4]=[C:5]([C:10]2([C:26]([F:29])([F:28])[F:27])[O:14][CH:13]=[C:12]([C:15]3[CH:20]=[CH:19][C:18]([C:21]4([F:25])[CH2:24][NH:23][CH2:22]4)=[CH:17][CH:16]=3)[CH2:11]2)[CH:6]=[C:7]([Cl:9])[CH:8]=1.CCN(C(C)C)C(C)C.[CH3:39][S:40]([CH2:43][C:44](O)=[O:45])(=[O:42])=[O:41].C(P1(=O)OP(CCC)(=O)OP(CCC)(=O)O1)CC. Product: [Cl:2][C:3]1[CH:4]=[C:5]([C:10]2([C:26]([F:27])([F:29])[F:28])[O:14][CH:13]=[C:12]([C:15]3[CH:20]=[CH:19][C:18]([C:21]4([F:25])[CH2:22][N:23]([C:44](=[O:45])[CH2:43][S:40]([CH3:39])(=[O:42])=[O:41])[CH2:24]4)=[CH:17][CH:16]=3)[CH2:11]2)[CH:6]=[C:7]([Cl:9])[CH:8]=1. The catalyst class is: 1.